Dataset: Reaction yield outcomes from USPTO patents with 853,638 reactions. Task: Predict the reaction yield, written as a fraction of the theoretical maximum amount of product (1.0 means a 100% yield; for example, 0.34 means a 34% yield). (1) The reactants are [CH2:1]1[CH:6]2[CH2:7][C:8]3([NH2:11])[CH2:10][CH:4]([CH2:5]2)[CH2:3][CH:2]1[CH2:9]3.[CH3:12][O:13][C:14]1[CH:19]=[CH:18][C:17]([C:20]2[O:24][N:23]=[C:22]([CH:25]=O)[CH:21]=2)=[CH:16][CH:15]=1. No catalyst specified. The product is [CH3:12][O:13][C:14]1[CH:15]=[CH:16][C:17]([C:20]2[O:24][N:23]=[C:22]([CH2:25][NH:11][C:8]34[CH2:10][CH:4]5[CH2:5][CH:6]([CH2:1][CH:2]([CH2:3]5)[CH2:9]3)[CH2:7]4)[CH:21]=2)=[CH:18][CH:19]=1. The yield is 0.750. (2) The reactants are [CH2:1]([N:8]1[CH:12]=[C:11]([CH2:13][OH:14])[C:10]([O:15][CH2:16][C:17]2[CH:22]=[CH:21][C:20]([O:23][CH2:24][C:25]3[N:26]=[C:27]([C:31]4[CH:36]=[CH:35][CH:34]=[CH:33][CH:32]=4)[O:28][C:29]=3[CH3:30])=[C:19]([O:37][CH3:38])[CH:18]=2)=[N:9]1)[C:2]1[CH:7]=[CH:6][CH:5]=[CH:4][CH:3]=1. The catalyst is [O-2].[O-2].[Mn+4].O1CCCC1. The product is [CH2:1]([N:8]1[CH:12]=[C:11]([CH:13]=[O:14])[C:10]([O:15][CH2:16][C:17]2[CH:22]=[CH:21][C:20]([O:23][CH2:24][C:25]3[N:26]=[C:27]([C:31]4[CH:36]=[CH:35][CH:34]=[CH:33][CH:32]=4)[O:28][C:29]=3[CH3:30])=[C:19]([O:37][CH3:38])[CH:18]=2)=[N:9]1)[C:2]1[CH:7]=[CH:6][CH:5]=[CH:4][CH:3]=1. The yield is 0.800. (3) The reactants are O.[NH2:2][NH2:3].[CH2:4]([O:6][C:7](=[O:21])[C:8](=O)[CH2:9][C:10](=O)[CH2:11][CH2:12][C:13]1[CH:18]=[CH:17][CH:16]=[CH:15][CH:14]=1)[CH3:5]. The catalyst is CCO. The product is [CH2:4]([O:6][C:7]([C:8]1[CH:9]=[C:10]([CH2:11][CH2:12][C:13]2[CH:18]=[CH:17][CH:16]=[CH:15][CH:14]=2)[NH:3][N:2]=1)=[O:21])[CH3:5]. The yield is 0.544. (4) The reactants are [CH2:1]([N:5]1[CH:9]=[C:8]([C:10]2[CH:15]=[CH:14][C:13]([Cl:16])=[CH:12][C:11]=2[Cl:17])[N:7]=[C:6]1[C@H:18]([NH:21][C:22]([CH:24]1[CH2:29][CH2:28][CH:27]([CH2:30][CH3:31])[CH2:26][CH2:25]1)=[O:23])[CH2:19][OH:20])[CH2:2][CH2:3][CH3:4].Br[CH2:33][C:34]1[CH:43]=[CH:42][C:37]([C:38]([O:40]C)=[O:39])=[CH:36][CH:35]=1. No catalyst specified. The product is [CH2:1]([N:5]1[CH:9]=[C:8]([C:10]2[CH:15]=[CH:14][C:13]([Cl:16])=[CH:12][C:11]=2[Cl:17])[N:7]=[C:6]1[C@H:18]([NH:21][C:22]([CH:24]1[CH2:29][CH2:28][CH:27]([CH2:30][CH3:31])[CH2:26][CH2:25]1)=[O:23])[CH2:19][O:20][CH2:33][C:34]1[CH:43]=[CH:42][C:37]([C:38]([OH:40])=[O:39])=[CH:36][CH:35]=1)[CH2:2][CH2:3][CH3:4]. The yield is 0.0470. (5) The catalyst is CN1CCCC1=O.CCOC(C)=O. The reactants are F[C:2]1[CH:3]=[C:4]2[C:9](=[CH:10][CH:11]=1)[C:8](=[O:12])[CH2:7][CH2:6][CH2:5]2.[C:13]1([SH:19])[CH:18]=[CH:17][CH:16]=[CH:15][CH:14]=1.C([O-])([O-])=O.[K+].[K+].O. The yield is 0.943. The product is [C:13]1([S:19][C:2]2[CH:3]=[C:4]3[C:9](=[CH:10][CH:11]=2)[C:8](=[O:12])[CH2:7][CH2:6][CH2:5]3)[CH:18]=[CH:17][CH:16]=[CH:15][CH:14]=1. (6) The reactants are [N:1]1([CH:23]2[CH2:27][CH2:26][NH:25][CH2:24]2)[CH2:5][CH2:4][C@@H:3]([NH:6][C:7](=[O:22])[CH2:8][NH:9][C:10](=[O:21])[C:11]2[CH:16]=[CH:15][CH:14]=[C:13]([C:17]([F:20])([F:19])[F:18])[CH:12]=2)[CH2:2]1.Br[C:29]1[CH:38]=[CH:37][C:32]([C:33]([O:35][CH3:36])=[O:34])=[CH:31][CH:30]=1.C(=O)([O-])[O-].[Cs+].[Cs+].C([O-])(O)=O.[Na+]. The catalyst is C1(C)C=CC=CC=1.C1C=CC(/C=C/C(/C=C/C2C=CC=CC=2)=O)=CC=1.C1C=CC(/C=C/C(/C=C/C2C=CC=CC=2)=O)=CC=1.C1C=CC(/C=C/C(/C=C/C2C=CC=CC=2)=O)=CC=1.[Pd].[Pd].ClCCl. The product is [F:18][C:17]([F:20])([F:19])[C:13]1[CH:12]=[C:11]([CH:16]=[CH:15][CH:14]=1)[C:10]([NH:9][CH2:8][C:7]([NH:6][C@@H:3]1[CH2:4][CH2:5][N:1]([CH:23]2[CH2:27][CH2:26][N:25]([C:29]3[CH:38]=[CH:37][C:32]([C:33]([O:35][CH3:36])=[O:34])=[CH:31][CH:30]=3)[CH2:24]2)[CH2:2]1)=[O:22])=[O:21]. The yield is 0.300.